Dataset: Full USPTO retrosynthesis dataset with 1.9M reactions from patents (1976-2016). Task: Predict the reactants needed to synthesize the given product. (1) Given the product [Br:1][C:2]1[CH:7]=[CH:6][CH:5]=[C:4]([O:8][CH:10]([F:15])[F:14])[CH:3]=1, predict the reactants needed to synthesize it. The reactants are: [Br:1][C:2]1[CH:3]=[C:4]([OH:8])[CH:5]=[CH:6][CH:7]=1.Cl[C:10]([F:15])([F:14])C([O-])=O.[Na+].C([O-])([O-])=O.[Cs+].[Cs+]. (2) The reactants are: C([O:8][C:9](=[O:35])[CH2:10][C@@H:11]([NH:16][C:17](=[O:34])[CH2:18][CH2:19][CH2:20][CH2:21][CH2:22][CH2:23][CH2:24][CH2:25][N:26]([CH3:33])[C:27]1[CH:32]=[CH:31][CH:30]=[CH:29][CH:28]=1)[CH2:12][N:13]([CH3:15])[CH3:14])C1C=CC=CC=1.CN(C)C[C@H](NC(=O)CCCCCCCCN(C)CCC1C=CC=CC=1)CC(O)=O. Given the product [CH3:15][N:13]([CH3:14])[CH2:12][C@H:11]([NH:16][C:17](=[O:34])[CH2:18][CH2:19][CH2:20][CH2:21][CH2:22][CH2:23][CH2:24][CH2:25][N:26]([CH3:33])[C:27]1[CH:32]=[CH:31][CH:30]=[CH:29][CH:28]=1)[CH2:10][C:9]([OH:35])=[O:8], predict the reactants needed to synthesize it. (3) Given the product [CH:10]1([N:9]=[CH:8][C:1]2[CH:4]=[N:5][CH:14]=[CH:2][CH:3]=2)[CH2:12][CH2:11]1, predict the reactants needed to synthesize it. The reactants are: [CH:1]1([C:4]#[N:5])[CH2:3][CH2:2]1.BrC1[CH:8]=[N:9][CH:10]=[CH:11][CH:12]=1.[Li][CH2:14]CCC. (4) Given the product [C:1]([O:4][CH:5]([CH:6]([O:19][C:20](=[O:22])[CH3:21])[CH:7]([O:15][C:16](=[O:18])[CH3:17])[CH:8]([O:11][C:12](=[O:14])[CH3:13])[CH2:9][OH:10])[C:23](=[O:32])[CH2:24][O:25][CH2:26][CH2:27][O:28][CH2:29][CH2:30][NH:31][C:45]([CH2:44][O:43][CH2:42][CH2:41][O:40][CH2:39][CH2:38][O:37][CH2:36][C:33]([OH:35])=[O:34])=[O:46])(=[O:3])[CH3:2], predict the reactants needed to synthesize it. The reactants are: [C:1]([O:4][CH:5]([C:23](=[O:32])[CH2:24][O:25][CH2:26][CH2:27][O:28][CH2:29][CH2:30][NH2:31])[CH:6]([O:19][C:20](=[O:22])[CH3:21])[CH:7]([O:15][C:16](=[O:18])[CH3:17])[CH:8]([O:11][C:12](=[O:14])[CH3:13])[CH2:9][OH:10])(=[O:3])[CH3:2].[C:33]([CH2:36][O:37][CH2:38][CH2:39][O:40][CH2:41][CH2:42][O:43][CH2:44][C:45](O)=[O:46])([OH:35])=[O:34].C(N=C=NC(C)C)(C)C.OC1C2N=NNC=2C=CC=1. (5) Given the product [Cl:26][C:21]1[CH:20]=[C:19]([NH:18][C:10]2[C:9]3[C:14](=[CH:15][CH:16]=[CH:17][C:8]=3[O:7][C@H:6]([CH3:27])[CH2:5][NH:4][CH3:1])[N:13]=[CH:12][N:11]=2)[CH:24]=[CH:23][C:22]=1[OH:25], predict the reactants needed to synthesize it. The reactants are: [CH2:1]([N:4](C)[CH2:5][C@@H:6]([CH3:27])[O:7][C:8]1[CH:17]=[CH:16][CH:15]=[C:14]2[C:9]=1[C:10]([NH:18][C:19]1[CH:24]=[CH:23][C:22]([OH:25])=[C:21]([Cl:26])[CH:20]=1)=[N:11][CH:12]=[N:13]2)C=C.